The task is: Predict the reactants needed to synthesize the given product.. This data is from Full USPTO retrosynthesis dataset with 1.9M reactions from patents (1976-2016). (1) Given the product [OH:9][CH2:10][C@H:11]1[CH2:13][C@@H:12]1[CH2:14][C:15]([O:17][CH2:1][C:2]1[CH:7]=[CH:6][CH:5]=[CH:4][CH:3]=1)=[O:16], predict the reactants needed to synthesize it. The reactants are: [CH2:1](Br)[C:2]1[CH:7]=[CH:6][CH:5]=[CH:4][CH:3]=1.[OH:9][CH2:10][C@H:11]1[CH2:13][C@@H:12]1[CH2:14][C:15]([OH:17])=[O:16].C(=O)([O-])[O-].[K+].[K+].CN(C=O)C. (2) The reactants are: [CH2:1]([O:8][C:9]([NH:11][C@H:12]([C:18]([O:20][CH2:21][CH3:22])=[O:19])[CH2:13][CH2:14][C:15]([OH:17])=O)=[O:10])[C:2]1[CH:7]=[CH:6][CH:5]=[CH:4][CH:3]=1.CN(C(ON1N=NC2C=CC=NC1=2)=[N+](C)C)C.F[P-](F)(F)(F)(F)F.Cl.[N:48]1[CH:53]=[CH:52][C:51]([N:54]2[CH2:58][CH2:57][C:56]3([CH2:63][CH2:62][NH:61][CH2:60][CH2:59]3)[CH2:55]2)=[CH:50][CH:49]=1.CCN(C(C)C)C(C)C. Given the product [CH2:1]([O:8][C:9]([NH:11][C@@H:12]([CH2:13][CH2:14][C:15](=[O:17])[N:61]1[CH2:60][CH2:59][C:56]2([CH2:55][N:54]([C:51]3[CH:50]=[CH:49][N:48]=[CH:53][CH:52]=3)[CH2:58][CH2:57]2)[CH2:63][CH2:62]1)[C:18]([O:20][CH2:21][CH3:22])=[O:19])=[O:10])[C:2]1[CH:3]=[CH:4][CH:5]=[CH:6][CH:7]=1, predict the reactants needed to synthesize it. (3) Given the product [CH3:1][O:2][C:3]1[CH:4]=[C:5]([CH:6]=[CH:7][C:8]=1[O:9][CH2:10][C:11]1[N:12]([CH3:22])[CH:13]=[C:14]([C:16]2[CH:17]=[CH:18][CH:19]=[CH:20][CH:21]=2)[N:15]=1)[CH2:23][O:24][C:26]1[C:30]([CH:31]=[O:32])=[CH:29][N:28]([C:33]2[CH:34]=[CH:35][CH:36]=[CH:37][CH:38]=2)[N:27]=1, predict the reactants needed to synthesize it. The reactants are: [CH3:1][O:2][C:3]1[CH:4]=[C:5]([CH2:23][OH:24])[CH:6]=[CH:7][C:8]=1[O:9][CH2:10][C:11]1[N:12]([CH3:22])[CH:13]=[C:14]([C:16]2[CH:21]=[CH:20][CH:19]=[CH:18][CH:17]=2)[N:15]=1.O[C:26]1[C:30]([CH:31]=[O:32])=[CH:29][N:28]([C:33]2[CH:38]=[CH:37][CH:36]=[CH:35][CH:34]=2)[N:27]=1.C(P(CCCC)CCCC)CCC.N(C(N1CCCCC1)=O)=NC(N1CCCCC1)=O. (4) Given the product [NH2:27][C:3]1[C:4]([NH:12][C@H:13]2[C@@H:17]3[O:18][C:19]([CH3:21])([CH3:22])[O:20][C@@H:16]3[C@@H:15]([O:23][CH2:24][CH2:25][OH:26])[CH2:14]2)=[N:5][C:6]([S:8][CH2:9][CH2:10][CH3:11])=[N:7][C:2]=1[Cl:1], predict the reactants needed to synthesize it. The reactants are: [Cl:1][C:2]1[N:7]=[C:6]([S:8][CH2:9][CH2:10][CH3:11])[N:5]=[C:4]([NH:12][C@H:13]2[C@@H:17]3[O:18][C:19]([CH3:22])([CH3:21])[O:20][C@@H:16]3[C@@H:15]([O:23][CH2:24][CH2:25][OH:26])[CH2:14]2)[C:3]=1[N+:27]([O-])=O.C(O)(=O)C.